The task is: Predict the product of the given reaction.. This data is from Forward reaction prediction with 1.9M reactions from USPTO patents (1976-2016). (1) Given the reactants [NH2:1][CH2:2][CH2:3][NH2:4].[N+:5]([C:8]1[O:12][C:11]([CH:13]=[CH:14][C:15]2[N:24]=[C:23](Cl)[C:22]3[C:17](=[CH:18][CH:19]=[CH:20][CH:21]=3)[N:16]=2)=[CH:10][CH:9]=1)([O-:7])=[O:6], predict the reaction product. The product is: [N+:5]([C:8]1[O:12][C:11]([CH:13]=[CH:14][C:15]2[N:24]=[C:23]([NH:1][CH2:2][CH2:3][NH2:4])[C:22]3[C:17](=[CH:18][CH:19]=[CH:20][CH:21]=3)[N:16]=2)=[CH:10][CH:9]=1)([O-:7])=[O:6]. (2) Given the reactants [OH-].[Na+].C[O:4][C:5](=[O:42])[CH2:6][C:7]1[CH:12]=[CH:11][C:10]([C:13]2[CH:18]=[CH:17][C:16]([C:19]([CH2:38][CH3:39])([C:22]3[CH:27]=[CH:26][C:25]([CH2:28][CH2:29][C:30]4([OH:36])[CH2:35][CH2:34][CH2:33][CH2:32][CH2:31]4)=[C:24]([CH3:37])[CH:23]=3)[CH2:20][CH3:21])=[CH:15][C:14]=2[CH3:40])=[CH:9][C:8]=1[F:41].[Cl-].[NH4+], predict the reaction product. The product is: [CH2:20]([C:19]([C:16]1[CH:17]=[CH:18][C:13]([C:10]2[CH:11]=[CH:12][C:7]([CH2:6][C:5]([OH:42])=[O:4])=[C:8]([F:41])[CH:9]=2)=[C:14]([CH3:40])[CH:15]=1)([C:22]1[CH:27]=[CH:26][C:25]([CH2:28][CH2:29][C:30]2([OH:36])[CH2:35][CH2:34][CH2:33][CH2:32][CH2:31]2)=[C:24]([CH3:37])[CH:23]=1)[CH2:38][CH3:39])[CH3:21]. (3) Given the reactants [F:1][C:2]([F:12])([F:11])[C:3]1[CH:10]=[CH:9][CH:8]=[CH:7][C:4]=1[CH:5]=O.[C:13]([O:17][C:18](=[O:22])[CH2:19][C:20]#[N:21])([CH3:16])([CH3:15])[CH3:14].N1CCNCC1, predict the reaction product. The product is: [C:20](/[C:19](=[CH:5]\[C:4]1[CH:7]=[CH:8][CH:9]=[CH:10][C:3]=1[C:2]([F:12])([F:11])[F:1])/[C:18]([O:17][C:13]([CH3:16])([CH3:15])[CH3:14])=[O:22])#[N:21]. (4) Given the reactants [Br:1][C:2]1[CH:13]=[CH:12][C:5]([CH2:6][O:7][CH2:8][C:9]([OH:11])=O)=[CH:4][CH:3]=1.[CH2:14]([O:21][C:22](=[O:32])[NH:23][CH2:24][C:25]1[CH:30]=[CH:29][CH:28]=[C:27]([NH2:31])[CH:26]=1)[C:15]1[CH:20]=[CH:19][CH:18]=[CH:17][CH:16]=1.CCN=C=NCCCN(C)C.C1C=NC2N(O)N=NC=2C=1.CCN(C(C)C)C(C)C, predict the reaction product. The product is: [Br:1][C:2]1[CH:3]=[CH:4][C:5]([CH2:6][O:7][CH2:8][C:9]([NH:31][C:27]2[CH:26]=[C:25]([CH:30]=[CH:29][CH:28]=2)[CH2:24][NH:23][C:22](=[O:32])[O:21][CH2:14][C:15]2[CH:20]=[CH:19][CH:18]=[CH:17][CH:16]=2)=[O:11])=[CH:12][CH:13]=1. (5) Given the reactants F[C:2]1[CH:9]=[CH:8][C:7]([I:10])=[CH:6][C:3]=1[CH:4]=[O:5].[CH3:11][C@H:12]1[O:17][C@@H:16]([CH3:18])[CH2:15][NH:14][CH2:13]1, predict the reaction product. The product is: [CH3:18][C@H:16]1[O:17][C@@H:12]([CH3:11])[CH2:13][N:14]([C:2]2[CH:9]=[CH:8][C:7]([I:10])=[CH:6][C:3]=2[CH:4]=[O:5])[CH2:15]1. (6) Given the reactants [Br:1][C:2]1[N:7]=[C:6]([C:8]2[S:12][C:11]([N:13]3[CH2:18][CH2:17][NH:16][C:15](=[O:19])[CH2:14]3)=[N:10][CH:9]=2)[CH:5]=[CH:4][CH:3]=1.[CH3:20]N(C)C=O.[H-].[Na+].CI, predict the reaction product. The product is: [Br:1][C:2]1[N:7]=[C:6]([C:8]2[S:12][C:11]([N:13]3[CH2:18][CH2:17][N:16]([CH3:20])[C:15](=[O:19])[CH2:14]3)=[N:10][CH:9]=2)[CH:5]=[CH:4][CH:3]=1. (7) Given the reactants [F:1][C:2]1[CH:10]=[C:9]2[C:5]([C:6]([C:11]3[CH:12]=[N:13][N:14]([CH:16]4[CH2:21][CH2:20][N:19](C(OC(C)(C)C)=O)[CH2:18][CH2:17]4)[CH:15]=3)=[CH:7][NH:8]2)=[CH:4][CH:3]=1.Cl, predict the reaction product. The product is: [F:1][C:2]1[CH:10]=[C:9]2[C:5]([C:6]([C:11]3[CH:12]=[N:13][N:14]([CH:16]4[CH2:21][CH2:20][NH:19][CH2:18][CH2:17]4)[CH:15]=3)=[CH:7][NH:8]2)=[CH:4][CH:3]=1.